From a dataset of Reaction yield outcomes from USPTO patents with 853,638 reactions. Predict the reaction yield, written as a fraction of the theoretical maximum amount of product (1.0 means a 100% yield; for example, 0.34 means a 34% yield). (1) The reactants are C(OC([N:11]1[CH2:23][CH2:22][C:21]2[C:20]3[C:15](=[CH:16][CH:17]=[CH:18][CH:19]=3)[NH:14][C:13]=2[CH:12]1[CH2:24][N:25]([C:41]([O:43][C:44]([CH3:47])([CH3:46])[CH3:45])=[O:42])[C@H:26]([C:33]([O:35][CH:36]1[CH2:40][CH2:39][CH2:38][CH2:37]1)=[O:34])[C:27]1[CH:32]=[CH:31][CH:30]=[CH:29][CH:28]=1)=O)C1C=CC=CC=1.[H][H]. The catalyst is C(O)C.[Pd]. The product is [CH:36]1([O:35][C:33](=[O:34])[C@@H:26]([N:25]([C:41]([O:43][C:44]([CH3:46])([CH3:45])[CH3:47])=[O:42])[CH2:24][CH:12]2[C:13]3[NH:14][C:15]4[C:20](=[CH:19][CH:18]=[CH:17][CH:16]=4)[C:21]=3[CH2:22][CH2:23][NH:11]2)[C:27]2[CH:32]=[CH:31][CH:30]=[CH:29][CH:28]=2)[CH2:40][CH2:39][CH2:38][CH2:37]1. The yield is 0.900. (2) The reactants are [F:1][C:2]1[CH:36]=[CH:35][CH:34]=[CH:33][C:3]=1[CH2:4][N:5]1[CH:14]([C:15]([N:17]2[CH2:26][CH2:25][C:24]3[C:19](=[CH:20][C:21]([O:29][CH3:30])=[C:22]([O:27][CH3:28])[CH:23]=3)[C@H:18]2[CH2:31][OH:32])=[O:16])[CH2:13][C:12]2[C:7](=[CH:8][CH:9]=[CH:10][CH:11]=2)[CH2:6]1.C(Cl)[Cl:38].Cl. The catalyst is C(OCC)C. The product is [ClH:38].[F:1][C:2]1[CH:36]=[CH:35][CH:34]=[CH:33][C:3]=1[CH2:4][N:5]1[CH:14]([C:15]([N:17]2[CH2:26][CH2:25][C:24]3[C:19](=[CH:20][C:21]([O:29][CH3:30])=[C:22]([O:27][CH3:28])[CH:23]=3)[C@H:18]2[CH2:31][OH:32])=[O:16])[CH2:13][C:12]2[C:7](=[CH:8][CH:9]=[CH:10][CH:11]=2)[CH2:6]1. The yield is 0.920. (3) The reactants are C(O)(=O)C(O)=O.[OH:7][C:8]1[CH:9]=[C:10]2[C:15](=[CH:16][CH:17]=1)[CH2:14][NH:13][CH2:12][CH2:11]2.C(N(C(C)C)CC)(C)C.[C:27](O[C:27]([O:29][C:30]([CH3:33])([CH3:32])[CH3:31])=[O:28])([O:29][C:30]([CH3:33])([CH3:32])[CH3:31])=[O:28].S([O-])([O-])(=O)=O.[Na+].[Na+]. The catalyst is CO.O1CCCC1.[Cl-].[Na+].O.C(Cl)Cl. The product is [C:30]([O:29][C:27]([N:13]1[CH2:12][CH2:11][C:10]2[C:15](=[CH:16][CH:17]=[C:8]([OH:7])[CH:9]=2)[CH2:14]1)=[O:28])([CH3:33])([CH3:32])[CH3:31]. The yield is 0.660. (4) The reactants are [CH3:1][S:2][C:3]1[NH:8][C:7](=[O:9])[CH:6]=[CH:5][N:4]=1.C1C(=O)N([I:17])C(=O)C1. The catalyst is C(Cl)(Cl)Cl. The product is [I:17][C:6]1[C:7](=[O:9])[NH:8][C:3]([S:2][CH3:1])=[N:4][CH:5]=1. The yield is 0.970. (5) The reactants are [CH3:1][O:2][C:3]1[CH:4]=[C:5](/[CH:9]=[CH:10]/[C:11]([OH:13])=O)[CH:6]=[CH:7][CH:8]=1.C(N(CC)CC)C.C1C=CC(P([N:35]=[N+:36]=[N-:37])(C2C=CC=CC=2)=O)=CC=1. The catalyst is C1C=CC=CC=1. The product is [CH3:1][O:2][C:3]1[CH:4]=[C:5](/[CH:9]=[CH:10]/[C:11]([N:35]=[N+:36]=[N-:37])=[O:13])[CH:6]=[CH:7][CH:8]=1. The yield is 0.880. (6) The reactants are [CH3:1][N:2]1[C:6]([CH2:7][CH2:8][CH3:9])=[CH:5][C:4]([C:10]2[S:11][CH:12]=[CH:13][CH:14]=2)=[N:3]1.[I:15]N1C(=O)CCC1=O.S([O-])([O-])(=O)=S.[Na+].[Na+].C(=O)([O-])[O-].[Na+].[Na+]. The catalyst is CN(C)C=O. The product is [I:15][C:5]1[C:4]([C:10]2[S:11][CH:12]=[CH:13][CH:14]=2)=[N:3][N:2]([CH3:1])[C:6]=1[CH2:7][CH2:8][CH3:9]. The yield is 0.880. (7) The reactants are [S:1]=[C:2]1[NH:7][C:6](=[O:8])[CH:5]=[CH:4][NH:3]1.CI.[CH3:11]COC(C)=O.CC(O)=O. The catalyst is [OH-].[Na+]. The product is [CH3:11][S:1][C:2]1[NH:7][C:6](=[O:8])[CH:5]=[CH:4][N:3]=1. The yield is 0.540. (8) The reactants are Br[C:2]1[CH:7]=[CH:6][C:5]([CH2:8][OH:9])=[C:4]([CH3:10])[CH:3]=1.[C:11]([O-:14])([O-])=[O:12].[K+].[K+].CO.[CH3:19]N(C=O)C. The product is [OH:9][CH2:8][C:5]1[CH:6]=[CH:7][C:2]([C:11]([O:14][CH3:19])=[O:12])=[CH:3][C:4]=1[CH3:10]. The yield is 0.450. The catalyst is CC([O-])=O.CC([O-])=O.[Pd+2]. (9) The reactants are [NH2:1][C:2]1[CH:3]=[CH:4][C:5]([Cl:8])=[N:6][CH:7]=1.[C:9]([O:13][C:14](O[C:14]([O:13][C:9]([CH3:12])([CH3:11])[CH3:10])=[O:15])=[O:15])([CH3:12])([CH3:11])[CH3:10].CCN(CC)CC. The catalyst is C(Cl)Cl. The product is [C:9]([O:13][C:14]([NH:1][C:2]1[CH:3]=[CH:4][C:5]([Cl:8])=[N:6][CH:7]=1)=[O:15])([CH3:12])([CH3:11])[CH3:10]. The yield is 0.520.